This data is from Tyrosyl-DNA phosphodiesterase HTS with 341,365 compounds. The task is: Binary Classification. Given a drug SMILES string, predict its activity (active/inactive) in a high-throughput screening assay against a specified biological target. The molecule is [O-]C(=O)C(CCC)CCC. The result is 0 (inactive).